This data is from B-cell epitopes from IEDB database with 3,159 antigens for binding position prediction. The task is: Token-level Classification. Given an antigen amino acid sequence, predict which amino acid positions are active epitope sites capable of antibody binding. Output is a list of indices for active positions. Given the antigen sequence: MKNLNKFVSIALCSSLLGGMAFAQQTELGRNPNVRLLESTQQSVTKVQFRMDNLKFTEVQTPKGMAQVPTYTEGVNLSEKGMPTLPILSRSLAVSDTREMKVEVVSSKFIEKKNVLIAPSKGMIMRNEDPKKIPYVYGKSYSQNKFFPGEIATLDDPFILRDVRGQVVNFAPLQYNPVTKTLRIYTEITVAVSETSEQGKNILNKKGTFAGFEDTYKRMFMNYEPGRYTPVEEKQNGRMIVIVAKKYEGDIKDFVDWKNQRGLRTEVKVAEDIASPVTANAIQQFVKQEYEKEGNDLTYVLLIGDHKDIPAKITPGIKSDQVYGQIVGNDHYNEVFIGRFSCESKEDLKTQIDRTIHYERNITTEDKWLGQALCIASAEGGPSADNGESDIQHENVIANLLTQYGYTKIIKCYDPGVTPKNIIDAFNGGISLANYTGHGSETAWGTSHFGTTHVKQLTNSNQLPFIFDVACVNGDFLFSMPCFAEALMRAQKDGKPTGTV..., which amino acid positions are active epitope sites? The epitope positions are: [227, 228, 229, 230, 231, 232, 233, 234, 235, 236, 237, 238, 239, 240, 241, 242, 243, 244, 245, 246]. The amino acids at these positions are: YTPVEEKQNGRMIVIVAKKY.